This data is from Reaction yield outcomes from USPTO patents with 853,638 reactions. The task is: Predict the reaction yield, written as a fraction of the theoretical maximum amount of product (1.0 means a 100% yield; for example, 0.34 means a 34% yield). (1) The reactants are [Cl:1][C:2]1[CH:3]=[N:4][N:5]([CH3:18])[C:6]=1[C:7]1[CH:12]=[C:11]([N+:13]([O-])=O)[CH:10]=[CH:9][C:8]=1[O:16][CH3:17]. The catalyst is CCO. The product is [Cl:1][C:2]1[CH:3]=[N:4][N:5]([CH3:18])[C:6]=1[C:7]1[CH:12]=[C:11]([NH2:13])[CH:10]=[CH:9][C:8]=1[O:16][CH3:17]. The yield is 0.860. (2) The reactants are [NH2:1][C:2]1[CH:25]=[CH:24][C:5]([CH2:6][C:7]2[N:12]=[C:11]([CH3:13])[C:10]([CH2:14][C:15]([O:17][CH3:18])=[O:16])=[C:9]([N:19]3[CH2:23][CH2:22][CH2:21][CH2:20]3)[N:8]=2)=[CH:4][CH:3]=1.C1CN([P+](ON2N=NC3C=CC=CC2=3)(N2CCCC2)N2CCCC2)CC1.F[P-](F)(F)(F)(F)F.[CH:59]1[C:68]2[C:63](=[CH:64][CH:65]=[CH:66][CH:67]=2)[CH:62]=[CH:61][C:60]=1[C:69](O)=[O:70].C(N(CC)C(C)C)(C)C. The catalyst is C1COCC1.O. The product is [CH3:13][C:11]1[C:10]([CH2:14][C:15]([O:17][CH3:18])=[O:16])=[C:9]([N:19]2[CH2:20][CH2:21][CH2:22][CH2:23]2)[N:8]=[C:7]([CH2:6][C:5]2[CH:4]=[CH:3][C:2]([NH:1][C:69]([C:60]3[CH:61]=[CH:62][C:63]4[C:68](=[CH:67][CH:66]=[CH:65][CH:64]=4)[CH:59]=3)=[O:70])=[CH:25][CH:24]=2)[N:12]=1. The yield is 0.360. (3) The reactants are Cl[C:2]1[N:7]=[CH:6][C:5]([C:8]2[C:16]3[C:11](=[CH:12][C:13]([F:17])=[CH:14][CH:15]=3)[N:10]([S:18]([C:21]3[CH:26]=[CH:25][CH:24]=[CH:23][CH:22]=3)(=[O:20])=[O:19])[CH:9]=2)=[CH:4][CH:3]=1.[NH:27]1[CH2:32][CH2:31][O:30][CH2:29][CH2:28]1. No catalyst specified. The product is [F:17][C:13]1[CH:12]=[C:11]2[C:16]([C:8]([C:5]3[CH:4]=[CH:3][C:2]([N:27]4[CH2:32][CH2:31][O:30][CH2:29][CH2:28]4)=[N:7][CH:6]=3)=[CH:9][N:10]2[S:18]([C:21]2[CH:26]=[CH:25][CH:24]=[CH:23][CH:22]=2)(=[O:20])=[O:19])=[CH:15][CH:14]=1. The yield is 1.00. (4) The reactants are [Cl:1][C:2]1[CH:7]=[C:6]([NH2:8])[CH:5]=[C:4]([C:9]([F:12])([F:11])[F:10])[C:3]=1[NH2:13].Cl[CH2:15][CH2:16][O:17][CH2:18][CH2:19]Cl.[I-].[Na+]. The catalyst is C(#N)C. The product is [Cl:1][C:2]1[CH:7]=[C:6]([N:8]2[CH2:19][CH2:18][O:17][CH2:16][CH2:15]2)[CH:5]=[C:4]([C:9]([F:12])([F:11])[F:10])[C:3]=1[NH2:13]. The yield is 0.240. (5) The reactants are C1(P(C2C=CC=CC=2)C2C=CC=CC=2)C=CC=CC=1.N1C=CN=C1.[I:25]I.[O:27]1[CH2:32][CH2:31][CH2:30][CH2:29][CH:28]1[O:33][CH:34]1[CH2:38][CH2:37][CH2:36][CH:35]1[CH2:39]O. The catalyst is C(Cl)Cl.O. The product is [I:25][CH2:39][CH:35]1[CH2:36][CH2:37][CH2:38][CH:34]1[O:33][CH:28]1[CH2:29][CH2:30][CH2:31][CH2:32][O:27]1. The yield is 0.758.